From a dataset of Full USPTO retrosynthesis dataset with 1.9M reactions from patents (1976-2016). Predict the reactants needed to synthesize the given product. (1) Given the product [F:1][C:2]1[S:6][C:5]([NH:7][C:8]2[CH:13]=[CH:12][CH:11]=[C:10]([CH3:14])[N:9]=2)=[N:4][C:3]=1[C:15]1[CH:16]=[N:17][N:18]([C:21]([NH2:22])=[O:20])[CH:19]=1, predict the reactants needed to synthesize it. The reactants are: [F:1][C:2]1[S:6][C:5]([NH:7][C:8]2[CH:13]=[CH:12][CH:11]=[C:10]([CH3:14])[N:9]=2)=[N:4][C:3]=1[C:15]1[CH:16]=[N:17][NH:18][CH:19]=1.[O-:20][C:21]#[N:22].[K+].CC(O)=O. (2) Given the product [C:45]([C:42]([NH:41][S:40]([CH2:39][CH2:38][CH2:37][C:34]1[CH:33]=[CH:32][C:31]([CH2:30][C:29]2[C:25]([O:24][C@@H:6]3[O:7][C@H:8]([CH2:19][OH:20])[C@@H:9]([OH:15])[C@H:10]([OH:11])[C@H:5]3[OH:4])=[N:26][NH:27][C:28]=2[CH:50]([CH3:51])[CH3:52])=[CH:36][CH:35]=1)(=[O:49])=[O:48])([CH3:43])[CH3:44])(=[O:47])[NH2:56], predict the reactants needed to synthesize it. The reactants are: C([O:4][C@@H:5]1[C@@H:10]([O:11]C(=O)C)[C@H:9]([O:15]C(=O)C)[C@@H:8]([CH2:19][O:20]C(=O)C)[O:7][C@H:6]1[O:24][C:25]1[C:29]([CH2:30][C:31]2[CH:36]=[CH:35][C:34]([CH2:37][CH2:38][CH2:39][S:40](=[O:49])(=[O:48])[NH:41][C:42]([C:45]([OH:47])=O)([CH3:44])[CH3:43])=[CH:33][CH:32]=2)=[C:28]([CH:50]([CH3:52])[CH3:51])[NH:27][N:26]=1)(=O)C.Cl.C([N:56]=C=NCCCN(C)C)C.ON1C2C=CC=CC=2N=N1. (3) The reactants are: [C:1]([C:3]([NH:9][C:10]([C:12]1[CH:17]=[C:16]([O:18][CH2:19][C:20]([F:23])([F:22])[F:21])[C:15]([CH:24]2[CH2:26][CH2:25]2)=[CH:14][N:13]=1)=[O:11])([CH3:8])[CH2:4][CH:5]1[CH2:7][CH2:6]1)#[N:2].[Cl-].[NH4+].[N-:29]=[N+:30]=[N-:31].[Na+].N([O-])=O.[Na+].Cl. Given the product [CH:24]1([C:15]2[C:16]([O:18][CH2:19][C:20]([F:23])([F:21])[F:22])=[CH:17][C:12]([C:10]([NH:9][C:3]([CH3:8])([C:1]3[N:29]=[N:30][NH:31][N:2]=3)[CH2:4][CH:5]3[CH2:6][CH2:7]3)=[O:11])=[N:13][CH:14]=2)[CH2:25][CH2:26]1, predict the reactants needed to synthesize it. (4) Given the product [Cl:1][C:2]1[CH:3]=[CH:4][C:5]2[N:15]3[CH:16]=[CH:17][CH:18]=[C:14]3[C:8]3([CH2:13][CH2:12][N:11]([C:23]([C:22]4[CH:26]=[C:27]([O:30][CH3:31])[CH:28]=[CH:29][C:21]=4[F:20])=[O:24])[CH2:10][CH2:9]3)[O:7][C:6]=2[CH:19]=1, predict the reactants needed to synthesize it. The reactants are: [Cl:1][C:2]1[CH:3]=[CH:4][C:5]2[N:15]3[CH:16]=[CH:17][CH:18]=[C:14]3[C:8]3([CH2:13][CH2:12][NH:11][CH2:10][CH2:9]3)[O:7][C:6]=2[CH:19]=1.[F:20][C:21]1[CH:29]=[CH:28][C:27]([O:30][CH3:31])=[CH:26][C:22]=1[C:23](O)=[O:24].CCN=C=NCCCN(C)C.CCN(CC)CC. (5) Given the product [CH3:1][C:2]1[CH:7]=[CH:6][N:5]=[C:4]([CH:12]=[O:13])[CH:3]=1, predict the reactants needed to synthesize it. The reactants are: [CH3:1][C:2]1[CH:7]=[CH:6][N:5]=[C:4]([Mg]Br)[CH:3]=1.C1C[O:13][CH2:12]C1.CN(C=O)C.